This data is from Full USPTO retrosynthesis dataset with 1.9M reactions from patents (1976-2016). The task is: Predict the reactants needed to synthesize the given product. (1) The reactants are: [N:1]12[CH2:8][CH2:7][CH:4]([CH2:5][CH2:6]1)[CH:3]([NH:9][C:10]([C:12]1[CH:13]=[C:14]([NH2:27])[CH:15]=[C:16]3[O:20][C:19]([C:21]4[CH:26]=[CH:25][CH:24]=[CH:23][CH:22]=4)=[N:18][C:17]=13)=[O:11])[CH2:2]2.N1C=CC=CC=1.[C:34](OC(=O)C)(=[O:36])[CH3:35]. Given the product [N:1]12[CH2:8][CH2:7][CH:4]([CH2:5][CH2:6]1)[CH:3]([NH:9][C:10]([C:12]1[CH:13]=[C:14]([NH:27][C:34](=[O:36])[CH3:35])[CH:15]=[C:16]3[O:20][C:19]([C:21]4[CH:22]=[CH:23][CH:24]=[CH:25][CH:26]=4)=[N:18][C:17]=13)=[O:11])[CH2:2]2, predict the reactants needed to synthesize it. (2) Given the product [CH:28]1([NH:30][C:21]([C:5]2[N:6]=[N:7][N:8]([C:9]3[CH:10]=[CH:11][C:12]([C:15]([NH:17][CH2:18][CH2:19][CH3:20])=[O:16])=[CH:13][CH:14]=3)[C:4]=2[CH2:1][CH2:2][CH3:3])=[O:23])[CH2:29][CH2:27]1, predict the reactants needed to synthesize it. The reactants are: [CH2:1]([C:4]1[N:8]([C:9]2[CH:14]=[CH:13][C:12]([C:15]([NH:17][CH2:18][CH2:19][CH3:20])=[O:16])=[CH:11][CH:10]=2)[N:7]=[N:6][C:5]=1[C:21]([OH:23])=O)[CH2:2][CH3:3].C1C=C[C:27]2N(O)N=[N:30][C:28]=2[CH:29]=1.C1(N)CC1.CCN=C=NCCCN(C)C. (3) Given the product [NH2:1][C:2]1[C:17]([OH:18])=[CH:16][C:15]([Cl:19])=[CH:14][C:3]=1[C:4]([NH:6][C:7]1[CH:12]=[CH:11][C:10]([Br:13])=[CH:9][N:8]=1)=[O:5], predict the reactants needed to synthesize it. The reactants are: [NH2:1][C:2]1[C:17]([OH:18])=[CH:16][CH:15]=[CH:14][C:3]=1[C:4]([NH:6][C:7]1[CH:12]=[CH:11][C:10]([Br:13])=[CH:9][N:8]=1)=[O:5].[Cl:19]N1C(=O)CCC1=O. (4) Given the product [CH3:1][N:2]1[CH:6]=[C:5]([C:7]2[S:13][C:12]([NH2:14])=[N:11][N:10]=2)[CH:4]=[N:3]1, predict the reactants needed to synthesize it. The reactants are: [CH3:1][N:2]1[CH:6]=[C:5]([C:7](O)=O)[CH:4]=[N:3]1.[NH2:10][NH:11][C:12]([NH2:14])=[S:13]. (5) Given the product [C:1]([O:5][C:6]([N:8]1[CH2:12][CH:11]([CH2:13][N:14]([C:15]2[CH:16]=[CH:17][C:18]([Cl:21])=[CH:19][CH:20]=2)[CH2:30][C:31]2[CH:38]=[CH:37][CH:36]=[C:33]([C:34]#[N:35])[CH:32]=2)[CH:10]([CH2:22][C:23]2[CH:24]=[CH:25][CH:26]=[CH:27][CH:28]=2)[CH2:9]1)=[O:7])([CH3:4])([CH3:2])[CH3:3], predict the reactants needed to synthesize it. The reactants are: [C:1]([O:5][C:6]([N:8]1[CH2:12][CH:11]([CH2:13][NH:14][C:15]2[CH:20]=[CH:19][C:18]([Cl:21])=[CH:17][CH:16]=2)[CH:10]([CH2:22][C:23]2[CH:28]=[CH:27][CH:26]=[CH:25][CH:24]=2)[CH2:9]1)=[O:7])([CH3:4])([CH3:3])[CH3:2].Br[CH2:30][C:31]1[CH:32]=[C:33]([CH:36]=[CH:37][CH:38]=1)[C:34]#[N:35].C([O-])([O-])=O.[K+].[K+].[Na+].[I-]. (6) Given the product [NH2:1][CH:2]([CH2:5][S:6][CH2:7][C:8]1[CH:13]=[CH:12][CH:11]=[CH:10][CH:9]=1)[C:3]([OH:14])=[O:4], predict the reactants needed to synthesize it. The reactants are: [NH2:1][CH:2]([CH2:5][S:6][CH2:7][C:8]1[CH:13]=[CH:12][CH:11]=[CH:10][CH:9]=1)[CH2:3][OH:4].[OH-:14].[Na+]. (7) Given the product [F:17][C:15]1[CH:14]=[CH:13][C:12]([N+:18]([O-:20])=[O:19])=[C:11]([NH:3][C:4]2[CH:9]=[CH:8][CH:7]=[CH:6][N:5]=2)[CH:16]=1, predict the reactants needed to synthesize it. The reactants are: [H-].[Na+].[NH2:3][C:4]1[CH:9]=[CH:8][CH:7]=[CH:6][N:5]=1.F[C:11]1[CH:16]=[C:15]([F:17])[CH:14]=[CH:13][C:12]=1[N+:18]([O-:20])=[O:19].